Predict the product of the given reaction. From a dataset of Forward reaction prediction with 1.9M reactions from USPTO patents (1976-2016). (1) Given the reactants Br[CH2:2][C:3]1[NH:8][C:7]([C:9]2[S:10][CH:11]=[CH:12][N:13]=2)=[N:6][CH:5]([C:14]2[CH:19]=[CH:18][CH:17]=[CH:16][C:15]=2[C:20]([F:23])([F:22])[F:21])[C:4]=1[C:24]([O:26][CH2:27][CH3:28])=[O:25].Cl.[NH:30]1[CH2:35][CH2:34][O:33][CH2:32][CH:31]1[C:36]([OH:38])=[O:37].C(=O)([O-])[O-].[K+].[K+], predict the reaction product. The product is: [CH2:27]([O:26][C:24]([C:4]1[CH:5]([C:14]2[CH:19]=[CH:18][CH:17]=[CH:16][C:15]=2[C:20]([F:23])([F:22])[F:21])[N:6]=[C:7]([C:9]2[S:10][CH:11]=[CH:12][N:13]=2)[NH:8][C:3]=1[CH2:2][N:30]1[CH2:35][CH2:34][O:33][CH2:32][CH:31]1[C:36]([OH:38])=[O:37])=[O:25])[CH3:28]. (2) Given the reactants [O:1]([C:8]1[CH:13]=[CH:12][CH:11]=[CH:10][C:9]=1[NH:14][S:15]([C:18]1[CH:30]=[CH:29][C:21]([C:22]([NH:24][CH2:25]C(O)=O)=[O:23])=[CH:20][CH:19]=1)(=[O:17])=[O:16])[C:2]1[CH:7]=[CH:6][CH:5]=[CH:4][CH:3]=1.[ClH:31].[CH3:32][O:33][C:34](=[O:49])[C@H:35]([CH2:44][CH2:45][CH2:46][CH2:47][NH2:48])[NH:36][C:37]([O:39]C(C)(C)C)=O, predict the reaction product. The product is: [ClH:31].[CH3:32][O:33][C:34](=[O:49])[C@@H:35]([NH:36][C:37](=[O:39])[CH2:25][NH:24][C:22](=[O:23])[C:21]1[CH:20]=[CH:19][C:18]([S:15](=[O:17])(=[O:16])[NH:14][C:9]2[CH:10]=[CH:11][CH:12]=[CH:13][C:8]=2[O:1][C:2]2[CH:3]=[CH:4][CH:5]=[CH:6][CH:7]=2)=[CH:30][CH:29]=1)[CH2:44][CH2:45][CH2:46][CH2:47][NH2:48]. (3) Given the reactants [CH3:1][O:2][C:3]1[C:12]2[C:7](=[CH:8][CH:9]=[CH:10][CH:11]=2)[N:6]=[C:5]([C:13](O)=O)[CH:4]=1.C([N:18]([CH2:21]C)CC)C.[OH:23]N1C2C=CC=CC=2N=N1.CN(C)CCCN=C=NCC.[CH2:44]([O:46][C:47]([N:49]1[CH2:54][CH2:53][N:52]([C:55](CNCC(OCC)=O)=[O:56])[CH2:51][CH2:50]1)=[O:48])[CH3:45].[C:65]([O:68][CH2:69][CH3:70])(=[O:67])[CH3:66], predict the reaction product. The product is: [CH2:44]([O:46][C:47]([N:49]1[CH2:50][CH2:51][N:52]([C:55]([CH2:13][C:5]2[C:4]([C:21]([NH:18][CH2:66][C:65]([O:68][CH2:69][CH3:70])=[O:67])=[O:23])=[C:3]([O:2][CH3:1])[C:12]3[C:7](=[CH:8][CH:9]=[CH:10][CH:11]=3)[N:6]=2)=[O:56])[CH2:53][CH2:54]1)=[O:48])[CH3:45]. (4) Given the reactants [Cl:1][C:2]1[C:7]([O:8][CH2:9][C:10]([OH:12])=O)=[CH:6][CH:5]=[C:4]([CH2:13][N:14]2[CH2:19][CH2:18][O:17][CH2:16][CH2:15]2)[N:3]=1.CN(C(ON1N=NC2C=CC=CC1=2)=[N+](C)C)C.[B-](F)(F)(F)F.[F:42][C:43]1[C:48]([CH:49]2[C:54]3[N:55]4[N:60]=[C:59]([CH3:61])[S:58][C:56]4=[N:57][C:53]=3[CH2:52][CH2:51][NH:50]2)=[CH:47][CH:46]=[CH:45][N:44]=1.CCN(C(C)C)C(C)C, predict the reaction product. The product is: [Cl:1][C:2]1[C:7]([O:8][CH2:9][C:10]([N:50]2[CH2:51][CH2:52][C:53]3[N:57]=[C:56]4[S:58][C:59]([CH3:61])=[N:60][N:55]4[C:54]=3[CH:49]2[C:48]2[C:43]([F:42])=[N:44][CH:45]=[CH:46][CH:47]=2)=[O:12])=[CH:6][CH:5]=[C:4]([CH2:13][N:14]2[CH2:19][CH2:18][O:17][CH2:16][CH2:15]2)[N:3]=1. (5) The product is: [Cl:1][C:2]1[N:3]=[C:4]([C:20]2[CH:21]=[C:22]([CH2:26][C:27]#[N:28])[CH:23]=[CH:24][CH:25]=2)[C:5]2[CH:10]=[CH:9][S:8][C:6]=2[N:7]=1. Given the reactants [Cl:1][C:2]1[N:3]=[C:4](Cl)[C:5]2[CH:10]=[CH:9][S:8][C:6]=2[N:7]=1.CC1(C)C(C)(C)OB([C:20]2[CH:21]=[C:22]([CH2:26][C:27]#[N:28])[CH:23]=[CH:24][CH:25]=2)O1.C([O-])([O-])=O.[K+].[K+], predict the reaction product. (6) Given the reactants C(OC(N1CCCCC1[CH2:14][O:15][C:16]1[CH:25]=[C:24]2[C:19]([C:20]([O:26][C:27]3[CH:28]=[C:29]4[C:33](=[CH:34][CH:35]=3)[NH:32][C:31]([CH3:36])=[CH:30]4)=[N:21][CH:22]=[N:23]2)=[CH:18][CH:17]=1)=O)(C)(C)C.[C:37](O)([C:39](F)(F)F)=O, predict the reaction product. The product is: [CH3:36][C:31]1[NH:32][C:33]2[C:29]([CH:30]=1)=[CH:28][C:27]([O:26][C:20]1[C:19]3[C:24](=[CH:25][C:16]([O:15][CH2:14][CH:39]4[CH2:37][CH2:22][NH:21][CH2:20][CH2:19]4)=[CH:17][CH:18]=3)[N:23]=[CH:22][N:21]=1)=[CH:35][CH:34]=2. (7) Given the reactants Cl[C:2]1[CH:16]=[CH:15][C:5]([C:6]([NH:8][CH2:9][CH2:10][CH2:11][C:12]([OH:14])=[O:13])=[O:7])=[C:4]([OH:17])[CH:3]=1.[OH-].[Na+:19], predict the reaction product. The product is: [OH:17][C:4]1[CH:3]=[CH:2][CH:16]=[CH:15][C:5]=1[C:6]([NH:8][CH2:9][CH2:10][CH2:11][C:12]([O-:14])=[O:13])=[O:7].[Na+:19].